The task is: Predict the reaction yield, written as a fraction of the theoretical maximum amount of product (1.0 means a 100% yield; for example, 0.34 means a 34% yield).. This data is from Reaction yield outcomes from USPTO patents with 853,638 reactions. The reactants are C([O:5][C:6](=[O:29])[CH2:7][N:8]1[CH2:12][CH2:11][CH2:10][C@@H:9]1[CH2:13][O:14][C:15]1[CH:20]=[CH:19][C:18]([O:21][C:22]2[CH:27]=[CH:26][C:25]([Cl:28])=[CH:24][CH:23]=2)=[CH:17][CH:16]=1)(C)(C)C.Cl.O1CCOCC1. No catalyst specified. The product is [ClH:28].[Cl:28][C:25]1[CH:26]=[CH:27][C:22]([O:21][C:18]2[CH:19]=[CH:20][C:15]([O:14][CH2:13][C@H:9]3[CH2:10][CH2:11][CH2:12][N:8]3[CH2:7][C:6]([OH:29])=[O:5])=[CH:16][CH:17]=2)=[CH:23][CH:24]=1. The yield is 0.520.